From a dataset of NCI-60 drug combinations with 297,098 pairs across 59 cell lines. Regression. Given two drug SMILES strings and cell line genomic features, predict the synergy score measuring deviation from expected non-interaction effect. (1) Drug 1: C1=CN(C(=O)N=C1N)C2C(C(C(O2)CO)O)O.Cl. Drug 2: C1=NC2=C(N1)C(=S)N=CN2. Cell line: SF-295. Synergy scores: CSS=53.0, Synergy_ZIP=-3.42, Synergy_Bliss=-2.36, Synergy_Loewe=-11.8, Synergy_HSA=1.64. (2) Drug 1: C1C(C(OC1N2C=NC3=C(N=C(N=C32)Cl)N)CO)O. Drug 2: C1CN(CCN1C(=O)CCBr)C(=O)CCBr. Cell line: SNB-19. Synergy scores: CSS=48.9, Synergy_ZIP=-2.50, Synergy_Bliss=1.44, Synergy_Loewe=-13.9, Synergy_HSA=4.08. (3) Drug 1: CC1=CC=C(C=C1)C2=CC(=NN2C3=CC=C(C=C3)S(=O)(=O)N)C(F)(F)F. Drug 2: CCC(=C(C1=CC=CC=C1)C2=CC=C(C=C2)OCCN(C)C)C3=CC=CC=C3.C(C(=O)O)C(CC(=O)O)(C(=O)O)O. Cell line: UACC-257. Synergy scores: CSS=1.84, Synergy_ZIP=-0.717, Synergy_Bliss=-0.439, Synergy_Loewe=0.296, Synergy_HSA=-0.122.